This data is from Full USPTO retrosynthesis dataset with 1.9M reactions from patents (1976-2016). The task is: Predict the reactants needed to synthesize the given product. (1) The reactants are: [N+:1]([C:4]1[CH:18]=[CH:17][C:7]([NH:8][CH2:9][CH2:10][C:11]2[CH:16]=[CH:15][CH:14]=[CH:13][N:12]=2)=[CH:6][CH:5]=1)([O-:3])=[O:2].[C:19](O[C:19]([O:21][C:22]([CH3:25])([CH3:24])[CH3:23])=[O:20])([O:21][C:22]([CH3:25])([CH3:24])[CH3:23])=[O:20].C(N(CC)CC)C. Given the product [N+:1]([C:4]1[CH:5]=[CH:6][C:7]([N:8]([CH2:9][CH2:10][C:11]2[CH:16]=[CH:15][CH:14]=[CH:13][N:12]=2)[C:19](=[O:20])[O:21][C:22]([CH3:25])([CH3:24])[CH3:23])=[CH:17][CH:18]=1)([O-:3])=[O:2], predict the reactants needed to synthesize it. (2) The reactants are: Cl.[CH:2]1([N:5]([CH3:12])[CH2:6]/[CH:7]=[CH:8]/[C:9]([OH:11])=O)[CH2:4][CH2:3]1.C(Cl)(C(Cl)=O)=O.[NH2:19][C:20]1[N:28]=[CH:27][N:26]=[C:25]2[C:21]=1[N:22]([C:39]1[CH:44]=[CH:43][C:42]([O:45][C:46]3[CH:51]=[CH:50][CH:49]=[CH:48][CH:47]=3)=[CH:41][CH:40]=1)[C:23](=[O:38])[N:24]2[C:29]1[CH:34]=[C:33]([NH:35][CH3:36])[CH:32]=[CH:31][C:30]=1[CH3:37]. Given the product [NH2:19][C:20]1[N:28]=[CH:27][N:26]=[C:25]2[C:21]=1[N:22]([C:39]1[CH:44]=[CH:43][C:42]([O:45][C:46]3[CH:51]=[CH:50][CH:49]=[CH:48][CH:47]=3)=[CH:41][CH:40]=1)[C:23](=[O:38])[N:24]2[C:29]1[CH:34]=[C:33]([N:35]([CH3:36])[C:9](=[O:11])/[CH:8]=[CH:7]/[CH2:6][N:5]([CH:2]2[CH2:3][CH2:4]2)[CH3:12])[CH:32]=[CH:31][C:30]=1[CH3:37], predict the reactants needed to synthesize it. (3) Given the product [F:21][C:22]1([F:26])[CH2:25][N:24]([C:3]2[N:8]=[CH:7][N:6]=[C:5]([N:9]3[C:13](=[O:14])[C:12]([N:15]4[CH:19]=[CH:18][N:17]=[CH:16]4)=[CH:11][NH:10]3)[CH:4]=2)[CH2:23]1, predict the reactants needed to synthesize it. The reactants are: Cl.Cl[C:3]1[N:8]=[CH:7][N:6]=[C:5]([N:9]2[C:13](=[O:14])[C:12]([N:15]3[CH:19]=[CH:18][N:17]=[CH:16]3)=[CH:11][NH:10]2)[CH:4]=1.Cl.[F:21][C:22]1([F:26])[CH2:25][NH:24][CH2:23]1.C(N(C(C)C)C(C)C)C. (4) Given the product [F:18][C:17]([F:20])([F:19])[C:16]1[C:21]([C:22]([F:25])([F:24])[F:23])=[C:4]2[CH:5]=[CH:6][CH:7]=[CH:8][N:3]2[N:2]=1, predict the reactants needed to synthesize it. The reactants are: [I-].[NH2:2][N+:3]1[CH:8]=[CH:7][CH:6]=[CH:5][CH:4]=1.C([O-])([O-])=O.[K+].[K+].Cl[C:16](=[C:21](Cl)[C:22]([F:25])([F:24])[F:23])[C:17]([F:20])([F:19])[F:18].